Dataset: Tyrosyl-DNA phosphodiesterase HTS with 341,365 compounds. Task: Binary Classification. Given a drug SMILES string, predict its activity (active/inactive) in a high-throughput screening assay against a specified biological target. (1) The result is 0 (inactive). The compound is S(=O)(=O)(N1C(c2n(CC1)ccc2)c1cc(F)c(F)cc1)c1ccc(cc1)C(=O)C. (2) The drug is Fc1ccc(NC(=O)c2ccc(c3nn(c(=O)c4c3cccc4)C)cc2)cc1. The result is 0 (inactive). (3) The compound is O(CC(=O)c1[nH]ccc1)C(=O)c1cc(N(C)C)ccc1. The result is 0 (inactive). (4) The result is 0 (inactive). The drug is OC1=C(C(N(C1=O)c1cccnc1)c1ccc([N+]([O-])=O)cc1)C(=O)C. (5) The compound is O=C1C(C2NCCc3c2cccc3)C(=O)CC(C1n1ncnc1)c1cc(Oc2ccc(C(C)(C)C)cc2)ccc1. The result is 0 (inactive). (6) The drug is S=c1n(c(n[nH]1)c1c(cccc1)C)C. The result is 0 (inactive). (7) The compound is S(c1ncnc2n(ncc12)Cc1ccccc1)CC(=O)N(CC)CC. The result is 0 (inactive). (8) The molecule is O(C(C(=O)NC1CCCCC1)C)C(=O)CCC(=O)N(CCCCC)c1c(n(CCCC)c(=O)[nH]c1=O)N. The result is 0 (inactive). (9) The compound is Fc1ccc(C(N(Cc2ccc(OC)cc2)C(=O)c2nccnc2)C(=O)NC(CC)(C)C)cc1. The result is 0 (inactive).